Dataset: Peptide-MHC class II binding affinity with 134,281 pairs from IEDB. Task: Regression. Given a peptide amino acid sequence and an MHC pseudo amino acid sequence, predict their binding affinity value. This is MHC class II binding data. (1) The peptide sequence is EKKYFAARQFEPLAA. The binding affinity (normalized) is 0.673. The MHC is DRB1_0701 with pseudo-sequence DRB1_0701. (2) The peptide sequence is ETALKKAITAMSEAQKAAKP. The MHC is DRB3_0202 with pseudo-sequence DRB3_0202. The binding affinity (normalized) is 0.448. (3) The MHC is HLA-DPA10103-DPB10401 with pseudo-sequence HLA-DPA10103-DPB10401. The peptide sequence is VVIQDNSDIKVVPRRKAKII. The binding affinity (normalized) is 0.157. (4) The peptide sequence is GSDEKNLALSIKYNK. The MHC is HLA-DQA10501-DQB10301 with pseudo-sequence HLA-DQA10501-DQB10301. The binding affinity (normalized) is 0.280. (5) The peptide sequence is INIPYCNYTKFWYVN. The MHC is DRB1_0101 with pseudo-sequence DRB1_0101. The binding affinity (normalized) is 0.526.